From a dataset of Catalyst prediction with 721,799 reactions and 888 catalyst types from USPTO. Predict which catalyst facilitates the given reaction. (1) Reactant: [C:1]([C:4]1[CH:5]=[CH:6][C:7]2[C:16]3[C:11](=[CH:12][C:13]([O:17][CH3:18])=[CH:14][CH:15]=3)[O:10][C:9](=[O:19])[C:8]=2[CH:20]=1)(=[O:3])[CH3:2].[CH2:21](O)[CH2:22][OH:23].C1(C)C=CC(S(O)(=O)=O)=CC=1. Product: [CH3:18][O:17][C:13]1[CH:12]=[C:11]2[C:16]([C:7]3[CH:6]=[CH:5][C:4]([C:1]4([CH3:2])[O:23][CH2:22][CH2:21][O:3]4)=[CH:20][C:8]=3[C:9](=[O:19])[O:10]2)=[CH:15][CH:14]=1. The catalyst class is: 48. (2) Reactant: [Cl:1][C:2]1[CH:3]=[CH:4][C:5]2[N:11]3[CH:12]=[CH:13][CH:14]=[C:10]3[C@@H:9]([CH2:15][CH2:16][C:17]([N:19]3[CH2:24][CH2:23][C:22]([CH2:26][C:27]([O:29]CC)=[O:28])([OH:25])[CH2:21][CH2:20]3)=[O:18])[O:8][C@H:7]([C:32]3[CH:37]=[CH:36][CH:35]=[C:34]([O:38][CH3:39])[C:33]=3[O:40][CH3:41])[C:6]=2[CH:42]=1. Product: [Cl:1][C:2]1[CH:3]=[CH:4][C:5]2[N:11]3[CH:12]=[CH:13][CH:14]=[C:10]3[C@@H:9]([CH2:15][CH2:16][C:17]([N:19]3[CH2:24][CH2:23][C:22]([CH2:26][C:27]([OH:29])=[O:28])([OH:25])[CH2:21][CH2:20]3)=[O:18])[O:8][C@H:7]([C:32]3[CH:37]=[CH:36][CH:35]=[C:34]([O:38][CH3:39])[C:33]=3[O:40][CH3:41])[C:6]=2[CH:42]=1. The catalyst class is: 5.